Dataset: Forward reaction prediction with 1.9M reactions from USPTO patents (1976-2016). Task: Predict the product of the given reaction. (1) Given the reactants C(OC(=O)[NH:7][C:8]([CH2:31][OH:32])([CH2:29][OH:30])[CH2:9][CH2:10][C:11]1[CH:16]=[CH:15][C:14]([S:17][CH2:18][CH2:19][CH2:20][CH2:21][CH2:22][CH2:23][CH3:24])=[C:13]([C:25]([F:28])([F:27])[F:26])[CH:12]=1)(C)(C)C.O1CCOCC1.[ClH:40], predict the reaction product. The product is: [ClH:40].[NH2:7][C:8]([CH2:9][CH2:10][C:11]1[CH:16]=[CH:15][C:14]([S:17][CH2:18][CH2:19][CH2:20][CH2:21][CH2:22][CH2:23][CH3:24])=[C:13]([C:25]([F:28])([F:26])[F:27])[CH:12]=1)([CH2:29][OH:30])[CH2:31][OH:32]. (2) Given the reactants B.CSC.[CH3:5][N:6]([CH3:24])[C:7](=O)[CH2:8][O:9][CH:10]1[CH2:15][CH2:14][N:13]([C:16]([O:18][C:19]([CH3:22])([CH3:21])[CH3:20])=[O:17])[CH2:12][CH2:11]1.O.C(=O)([O-])[O-].[Na+].[Na+], predict the reaction product. The product is: [CH3:5][N:6]([CH3:24])[CH2:7][CH2:8][O:9][CH:10]1[CH2:11][CH2:12][N:13]([C:16]([O:18][C:19]([CH3:21])([CH3:20])[CH3:22])=[O:17])[CH2:14][CH2:15]1.